Dataset: Reaction yield outcomes from USPTO patents with 853,638 reactions. Task: Predict the reaction yield, written as a fraction of the theoretical maximum amount of product (1.0 means a 100% yield; for example, 0.34 means a 34% yield). (1) The reactants are [NH3:1].[CH3:2][O:3][C:4]([C:6]1[C:11]([Cl:12])=[C:10](Cl)[N:9]=[C:8]([Cl:14])[N:7]=1)=[O:5]. The catalyst is O1CCOCC1. The product is [CH3:2][O:3][C:4]([C:6]1[C:11]([Cl:12])=[C:10]([NH2:1])[N:9]=[C:8]([Cl:14])[N:7]=1)=[O:5]. The yield is 0.870. (2) The reactants are F[C:2]1[CH:3]=[N:4][CH:5]=[CH:6][C:7]=1[C:8]([F:11])([F:10])[F:9].[C:12]([O:16][C:17](=[O:28])[NH:18][CH2:19][CH2:20][C:21]1[CH:26]=[CH:25][C:24]([OH:27])=[CH:23][CH:22]=1)([CH3:15])([CH3:14])[CH3:13].C([O-])([O-])=O.[K+].[K+]. The catalyst is CS(C)=O. The product is [C:12]([O:16][C:17](=[O:28])[NH:18][CH2:19][CH2:20][C:21]1[CH:26]=[CH:25][C:24]([O:27][C:2]2[CH:3]=[N:4][CH:5]=[CH:6][C:7]=2[C:8]([F:11])([F:10])[F:9])=[CH:23][CH:22]=1)([CH3:15])([CH3:13])[CH3:14]. The yield is 0.600. (3) The reactants are [F:1][C:2]1[CH:3]=[C:4]([C@@:15]([C:24]2[CH:29]=[CH:28][C:27]([F:30])=[CH:26][CH:25]=2)([NH2:23])[CH2:16][C:17]2[CH:22]=[CH:21][CH:20]=[CH:19][CH:18]=2)[CH:5]=[C:6]([O:8][C:9]([F:14])([F:13])[CH:10]([F:12])[F:11])[CH:7]=1.N[C:32](=[O:57])[CH:33]([NH:39][C:40](=[O:56])[O:41][CH2:42][CH:43]1[C:55]2[CH:54]=[CH:53][CH:52]=[CH:51][C:50]=2[C:49]2[C:44]1=[CH:45][CH:46]=[CH:47][CH:48]=2)[CH2:34][C:35]([F:38])([F:37])[F:36].C1CN([P+](Br)(N2CCCC2)N2CCCC2)CC1.F[P-](F)(F)(F)(F)F.CCN(C(C)C)C(C)C. The catalyst is C(Cl)Cl. The product is [F:36][C:35]([F:37])([F:38])[CH2:34][CH:33]([NH:39][C:40](=[O:56])[O:41][CH2:42][CH:43]1[C:44]2[CH:45]=[CH:46][CH:47]=[CH:48][C:49]=2[C:50]2[C:55]1=[CH:54][CH:53]=[CH:52][CH:51]=2)[C:32]([NH:23][C@@:15]([C:4]1[CH:5]=[C:6]([O:8][C:9]([F:14])([F:13])[CH:10]([F:12])[F:11])[CH:7]=[C:2]([F:1])[CH:3]=1)([C:24]1[CH:29]=[CH:28][C:27]([F:30])=[CH:26][CH:25]=1)[CH2:16][C:17]1[CH:22]=[CH:21][CH:20]=[CH:19][CH:18]=1)=[O:57]. The yield is 0.380.